Dataset: Full USPTO retrosynthesis dataset with 1.9M reactions from patents (1976-2016). Task: Predict the reactants needed to synthesize the given product. (1) Given the product [CH3:5][NH:23][CH2:21][CH:19]([C:11]1[N:10]([CH3:9])[C:18]2[C:13]([CH:12]=1)=[CH:14][CH:15]=[CH:16][CH:17]=2)[OH:20], predict the reactants needed to synthesize it. The reactants are: [OH-].[K+].O.[I-].[CH3:5][S+](C)C.[CH3:9][N:10]1[C:18]2[C:13](=[CH:14][CH:15]=[CH:16][CH:17]=2)[CH:12]=[C:11]1[CH:19]=[O:20].[C:21](#[N:23])C. (2) Given the product [C:1]([O:5][C:6](=[O:25])[NH:7][CH:8]1[CH2:13][CH2:12][N:11]([C:14]2[N:15]([CH3:24])[C:16](=[O:23])[C:17]([C:29]3[CH:30]=[CH:31][C:32]([O:33][CH3:34])=[C:27]([F:26])[CH:28]=3)=[C:18]([C:20]#[N:21])[N:19]=2)[CH2:10][CH2:9]1)([CH3:4])([CH3:3])[CH3:2], predict the reactants needed to synthesize it. The reactants are: [C:1]([O:5][C:6](=[O:25])[NH:7][CH:8]1[CH2:13][CH2:12][N:11]([C:14]2[N:15]([CH3:24])[C:16](=[O:23])[C:17](Cl)=[C:18]([C:20]#[N:21])[N:19]=2)[CH2:10][CH2:9]1)([CH3:4])([CH3:3])[CH3:2].[F:26][C:27]1[CH:28]=[C:29](B(O)O)[CH:30]=[CH:31][C:32]=1[O:33][CH3:34].C([O-])([O-])=O.[Na+].[Na+]. (3) The reactants are: [CH2:1]([C:5]1[CH:11]=[CH:10][C:8]([NH2:9])=[CH:7][CH:6]=1)[CH2:2][CH2:3][CH3:4].N1C=CC=CC=1.[Br:18][C:19]1[CH:27]=[CH:26][C:25]([S:28](Cl)(=[O:30])=[O:29])=[CH:24][C:20]=1[C:21]([OH:23])=[O:22]. Given the product [Br:18][C:19]1[CH:27]=[CH:26][C:25]([S:28](=[O:30])(=[O:29])[NH:9][C:8]2[CH:7]=[CH:6][C:5]([CH2:1][CH2:2][CH2:3][CH3:4])=[CH:11][CH:10]=2)=[CH:24][C:20]=1[C:21]([OH:23])=[O:22], predict the reactants needed to synthesize it.